Predict the product of the given reaction. From a dataset of Forward reaction prediction with 1.9M reactions from USPTO patents (1976-2016). (1) Given the reactants [NH:1]1[CH2:6][CH2:5][CH:4]([NH:7][C:8]([NH:10][C:11]2[CH:16]=[CH:15][C:14]([O:17][C:18]([F:21])([F:20])[F:19])=[CH:13][CH:12]=2)=[O:9])[CH2:3][CH2:2]1.[CH3:22][S:23](Cl)(=[O:25])=[O:24], predict the reaction product. The product is: [CH3:22][S:23]([N:1]1[CH2:6][CH2:5][CH:4]([NH:7][C:8]([NH:10][C:11]2[CH:16]=[CH:15][C:14]([O:17][C:18]([F:19])([F:20])[F:21])=[CH:13][CH:12]=2)=[O:9])[CH2:3][CH2:2]1)(=[O:25])=[O:24]. (2) Given the reactants [C:1]([C:5]1[CH:6]=[C:7]2[C:11](=[CH:12][CH:13]=1)[N:10]([CH:14]1[CH2:19][CH2:18][CH2:17][CH2:16][O:15]1)[N:9]=[CH:8]2)#[C:2][CH2:3][CH3:4].I[C:21]1[CH:26]=[CH:25][CH:24]=[CH:23][CH:22]=1.[CH:27]([C:29]1[CH:34]=[CH:33][C:32](B(O)O)=[CH:31][CH:30]=1)=[O:28], predict the reaction product. The product is: [C:21]1(/[C:2](/[CH2:3][CH3:4])=[C:1](\[C:32]2[CH:33]=[CH:34][C:29]([CH:27]=[O:28])=[CH:30][CH:31]=2)/[C:5]2[CH:6]=[C:7]3[C:11](=[CH:12][CH:13]=2)[N:10]([CH:14]2[CH2:19][CH2:18][CH2:17][CH2:16][O:15]2)[N:9]=[CH:8]3)[CH:26]=[CH:25][CH:24]=[CH:23][CH:22]=1. (3) Given the reactants C([O:3][C:4](=O)[CH2:5][N:6]1[CH2:11][CH2:10][CH:9]([C:12]([N:14]2[CH2:19][CH2:18][N:17]3[C:20](=[O:35])[O:21][C:22]([C:29]4[CH:34]=[CH:33][CH:32]=[CH:31][CH:30]=4)([C:23]4[CH:28]=[CH:27][CH:26]=[CH:25][CH:24]=4)[CH:16]3[CH2:15]2)=[O:13])[CH2:8][CH2:7]1)C.[H-].[Li+].[Al+3].[H-].[H-].[H-].C(OCC)(=O)C, predict the reaction product. The product is: [OH:3][CH2:4][CH2:5][N:6]1[CH2:7][CH2:8][CH:9]([C:12]([N:14]2[CH2:19][CH2:18][N:17]3[C:20](=[O:35])[O:21][C:22]([C:29]4[CH:30]=[CH:31][CH:32]=[CH:33][CH:34]=4)([C:23]4[CH:24]=[CH:25][CH:26]=[CH:27][CH:28]=4)[CH:16]3[CH2:15]2)=[O:13])[CH2:10][CH2:11]1. (4) The product is: [CH3:24][O:23][C:17]1[CH:16]=[C:15]([NH:12][C:13]([NH:11][CH2:10][CH2:9][CH2:8][CH2:7][N:6]2[C:2]([CH3:1])=[CH:3][N:4]=[CH:5]2)=[S:14])[CH:20]=[CH:19][C:18]=1[O:21][CH3:22]. Given the reactants [CH3:1][C:2]1[N:6]([CH2:7][CH2:8][CH2:9][CH2:10][NH2:11])[CH:5]=[N:4][CH:3]=1.[N:12]([C:15]1[CH:20]=[CH:19][C:18]([O:21][CH3:22])=[C:17]([O:23][CH3:24])[CH:16]=1)=[C:13]=[S:14], predict the reaction product. (5) Given the reactants [Br:1][C:2]1[CH:10]=[C:9]([N+:11]([O-])=O)[C:5]([C:6]([OH:8])=[O:7])=[C:4]([F:14])[CH:3]=1, predict the reaction product. The product is: [NH2:11][C:9]1[CH:10]=[C:2]([Br:1])[CH:3]=[C:4]([F:14])[C:5]=1[C:6]([OH:8])=[O:7].